This data is from Full USPTO retrosynthesis dataset with 1.9M reactions from patents (1976-2016). The task is: Predict the reactants needed to synthesize the given product. (1) Given the product [F:1][C:2]1[CH:7]=[C:6]([F:8])[CH:5]=[CH:4][C:3]=1[C:9]1[N:18]([CH2:23][CH:22]([CH3:30])[CH2:24][CH3:25])[C:16](=[NH:17])[C:13]([C:14]#[N:15])=[N:12][C:10]=1[CH3:11], predict the reactants needed to synthesize it. The reactants are: [F:1][C:2]1[CH:7]=[C:6]([F:8])[CH:5]=[CH:4][C:3]=1[C:9]([N:18]1[CH2:23][CH2:22]OCC1)=[C:10]([N:12]=[C:13]([C:16]#[N:17])[C:14]#[N:15])[CH3:11].[CH3:24][CH:25](CC)CN.[CH:30](Cl)(Cl)Cl. (2) Given the product [C:5]([O:9][C:10]([NH:12][C@H:13]1[CH2:14][CH2:15][C@H:16]([CH:19]([C:22]2[S:26][CH:25]=[C:24]([C:27]([O:29][CH3:30])=[O:28])[C:23]=2[CH3:31])[CH2:20][CH3:21])[CH2:17][CH2:18]1)=[O:11])([CH3:8])([CH3:7])[CH3:6], predict the reactants needed to synthesize it. The reactants are: C(O)CC.[C:5]([O:9][C:10]([NH:12][C@H:13]1[CH2:18][CH2:17][C@H:16]([C:19]([C:22]2[S:26][CH:25]=[C:24]([C:27]([O:29][CH3:30])=[O:28])[C:23]=2[CH3:31])=[CH:20][CH3:21])[CH2:15][CH2:14]1)=[O:11])([CH3:8])([CH3:7])[CH3:6]. (3) Given the product [Cl:15][C:16]1[S:20][C:19]([S:21]([OH:23])(=[O:2])=[O:22])=[CH:18][CH:17]=1, predict the reactants needed to synthesize it. The reactants are: [N+](C1C=CC=C2C=1C=CC(Cl)=N2)([O-])=[O:2].[Cl:15][C:16]1[S:20][C:19]([S:21](Cl)(=[O:23])=[O:22])=[CH:18][CH:17]=1.COC1C=CC=CC=1C(N)C. (4) Given the product [CH3:30][C:25]1([CH3:31])[C:26]([CH3:29])([CH3:28])[O:27][B:23]([C:2]2[CH:10]=[C:9]3[C:5]([C:6]([C:18]([O:20][CH2:21][CH3:22])=[O:19])=[N:7][N:8]3[C:11]([O:13][C:14]([CH3:17])([CH3:16])[CH3:15])=[O:12])=[CH:4][CH:3]=2)[O:24]1, predict the reactants needed to synthesize it. The reactants are: Br[C:2]1[CH:10]=[C:9]2[C:5]([C:6]([C:18]([O:20][CH2:21][CH3:22])=[O:19])=[N:7][N:8]2[C:11]([O:13][C:14]([CH3:17])([CH3:16])[CH3:15])=[O:12])=[CH:4][CH:3]=1.[B:23]1([B:23]2[O:27][C:26]([CH3:29])([CH3:28])[C:25]([CH3:31])([CH3:30])[O:24]2)[O:27][C:26]([CH3:29])([CH3:28])[C:25]([CH3:31])([CH3:30])[O:24]1.C([O-])(=O)C.[K+]. (5) Given the product [CH3:1][N:2]1[C:6]2[NH:7][C:17](=[O:16])[CH:18]=[C:19]([C:20]([F:23])([F:22])[F:21])[C:5]=2[C:4]([C:8]2[CH:9]=[CH:10][CH:11]=[CH:12][CH:13]=2)=[N:3]1, predict the reactants needed to synthesize it. The reactants are: [CH3:1][N:2]1[C:6]([NH2:7])=[CH:5][C:4]([C:8]2[CH:13]=[CH:12][CH:11]=[CH:10][CH:9]=2)=[N:3]1.C([O:16][C:17](=O)[CH2:18][C:19](=O)[C:20]([F:23])([F:22])[F:21])C. (6) Given the product [O:12]1[C:15]2[CH:16]=[CH:17][CH:18]=[CH:19][C:14]=2[N:13]=[C:10]1[CH2:9][C:6]1[CH:5]=[CH:4][C:3]([CH2:2][OH:1])=[CH:8][CH:7]=1, predict the reactants needed to synthesize it. The reactants are: [OH:1][CH2:2][C:3]1[CH:8]=[CH:7][C:6]([CH2:9][C:10]([OH:12])=O)=[CH:5][CH:4]=1.[NH2:13][C:14]1[CH:19]=[CH:18][CH:17]=[CH:16][C:15]=1O.C(N1C=CN=C1)(N1C=CN=C1)=O. (7) Given the product [C:1]1([C:7]([C:18]2[CH:23]=[CH:22][CH:21]=[CH:20][CH:19]=2)([C:12]2[CH:13]=[CH:14][CH:15]=[CH:16][CH:17]=2)[S:8][CH2:9][CH2:10][NH:11][C:33](=[O:34])[CH2:32][Cl:31])[CH:2]=[CH:3][CH:4]=[CH:5][CH:6]=1, predict the reactants needed to synthesize it. The reactants are: [C:1]1([C:7]([C:18]2[CH:23]=[CH:22][CH:21]=[CH:20][CH:19]=2)([C:12]2[CH:17]=[CH:16][CH:15]=[CH:14][CH:13]=2)[S:8][CH2:9][CH2:10][NH2:11])[CH:6]=[CH:5][CH:4]=[CH:3][CH:2]=1.C(N(CC)CC)C.[Cl:31][CH2:32][C:33](Cl)=[O:34].